This data is from Full USPTO retrosynthesis dataset with 1.9M reactions from patents (1976-2016). The task is: Predict the reactants needed to synthesize the given product. Given the product [CH3:6][C:7]1[CH:18]=[C:17]([N+:1]([O-:4])=[O:2])[CH:16]=[C:9]2[C:10]([O:12][C:13](=[O:15])[NH:14][C:8]=12)=[O:11], predict the reactants needed to synthesize it. The reactants are: [N+:1]([O-:4])([O-])=[O:2].[K+].[CH3:6][C:7]1[CH:18]=[CH:17][CH:16]=[C:9]2[C:10]([O:12][C:13](=[O:15])[NH:14][C:8]=12)=[O:11].S(=O)(=O)(O)O.